Dataset: Experimental lipophilicity measurements (octanol/water distribution) for 4,200 compounds from AstraZeneca. Task: Regression/Classification. Given a drug SMILES string, predict its absorption, distribution, metabolism, or excretion properties. Task type varies by dataset: regression for continuous measurements (e.g., permeability, clearance, half-life) or binary classification for categorical outcomes (e.g., BBB penetration, CYP inhibition). For this dataset (lipophilicity_astrazeneca), we predict Y. The drug is O=C(c1ccc(-c2ccc(Cl)cc2)o1)N(Cc1ccccn1)c1ccc(N2CCNCC2)cc1. The Y is 3.00 logD.